From a dataset of Full USPTO retrosynthesis dataset with 1.9M reactions from patents (1976-2016). Predict the reactants needed to synthesize the given product. (1) Given the product [CH2:1]([O:8][CH2:9][CH2:10][C:11](=[O:12])[CH:13]=[CH2:14])[C:2]1[CH:7]=[CH:6][CH:5]=[CH:4][CH:3]=1, predict the reactants needed to synthesize it. The reactants are: [CH2:1]([O:8][CH2:9][CH2:10][CH:11]=[O:12])[C:2]1[CH:7]=[CH:6][CH:5]=[CH:4][CH:3]=1.[CH:13]([Mg]Br)=[CH2:14].[Cl-].[NH4+].C(OCC)(=O)C. (2) Given the product [NH2:27][C:28]1[N:29]([CH3:49])[CH2:30][C:31]2([N:47]=1)[C:40]1[C:35](=[CH:36][CH:37]=[C:38]([CH2:41][CH2:42][CH:43]([CH3:44])[CH3:45])[CH:39]=1)[CH2:34][CH2:33][CH:32]2[CH3:46], predict the reactants needed to synthesize it. The reactants are: NC1N(C)C(=O)C2(N=1)C1C(=CC=C(Br)C=1)CCC2C.[Br-].C([Zn+])CC(C)C.[NH2:27][C:28]1[N:29]([CH3:49])[C:30](=O)[C:31]2([N:47]=1)[C:40]1[C:35](=[CH:36][CH:37]=[C:38]([CH2:41][CH2:42][CH:43]([CH3:45])[CH3:44])[CH:39]=1)[CH2:34][CH2:33][CH:32]2[CH3:46]. (3) Given the product [F:9][C:3]1[CH:4]=[CH:5][C:6]([F:8])=[CH:7][C:2]=1[C:16]1([OH:15])[CH2:21][CH2:20][CH2:19][CH2:18][N:17]1[C:22]([O:24][C:25]([CH3:27])([CH3:26])[CH3:28])=[O:23], predict the reactants needed to synthesize it. The reactants are: Br[C:2]1[CH:7]=[C:6]([F:8])[CH:5]=[CH:4][C:3]=1[F:9].C([Mg]Cl)(C)C.[O:15]=[C:16]1[CH2:21][CH2:20][CH2:19][CH2:18][N:17]1[C:22]([O:24][C:25]([CH3:28])([CH3:27])[CH3:26])=[O:23]. (4) Given the product [Br:1][C:2]1[C:9]([N+:11]([O-:13])=[O:12])=[CH:8][C:5]([CH:6]=[O:7])=[C:4]([CH3:10])[CH:3]=1, predict the reactants needed to synthesize it. The reactants are: [Br:1][C:2]1[CH:9]=[CH:8][C:5]([CH:6]=[O:7])=[C:4]([CH3:10])[CH:3]=1.[N+:11]([O-])([O-:13])=[O:12].[K+].S(=O)(=O)(O)O. (5) Given the product [C:12]([C:14]1[C:19]2[N:20]=[C:21]([C:23]([N:25]([CH3:27])[CH3:26])=[O:24])[O:22][C:18]=2[C:17]([N:9]2[CH2:10][CH2:11][C@@H:7]([NH:6][CH3:5])[CH2:8]2)=[C:16]([C:29]2[CH:34]=[CH:33][CH:32]=[CH:31][CH:30]=2)[C:15]=1[CH3:35])#[N:13], predict the reactants needed to synthesize it. The reactants are: CS(C)=O.[CH3:5][NH:6][C@@H:7]1[CH2:11][CH2:10][NH:9][CH2:8]1.[C:12]([C:14]1[C:19]2[N:20]=[C:21]([C:23]([N:25]([CH3:27])[CH3:26])=[O:24])[O:22][C:18]=2[C:17](F)=[C:16]([C:29]2[CH:34]=[CH:33][CH:32]=[CH:31][CH:30]=2)[C:15]=1[CH3:35])#[N:13].C(N(CC)CC)C.